From a dataset of Blood-brain barrier penetration binary classification data from Martins et al.. Regression/Classification. Given a drug SMILES string, predict its absorption, distribution, metabolism, or excretion properties. Task type varies by dataset: regression for continuous measurements (e.g., permeability, clearance, half-life) or binary classification for categorical outcomes (e.g., BBB penetration, CYP inhibition). Dataset: bbb_martins. (1) The compound is CN(C)C1CCc2[nH]c3c(F)cc(F)cc3c2C1. The result is 1 (penetrates BBB). (2) The drug is CNCCc1ccccn1. The result is 1 (penetrates BBB).